This data is from Full USPTO retrosynthesis dataset with 1.9M reactions from patents (1976-2016). The task is: Predict the reactants needed to synthesize the given product. (1) The reactants are: [F:1][C:2]1[CH:3]=[C:4]([CH:7]=[C:8]([O:14][CH3:15])[C:9]=1[O:10][CH:11]([CH3:13])[CH3:12])[CH:5]=[O:6].CC(=CC)C.Cl([O-])=[O:22].O.P([O-])(O)(O)=O.[Na+].[OH-].[Na+]. Given the product [F:1][C:2]1[CH:3]=[C:4]([CH:7]=[C:8]([O:14][CH3:15])[C:9]=1[O:10][CH:11]([CH3:12])[CH3:13])[C:5]([OH:22])=[O:6], predict the reactants needed to synthesize it. (2) Given the product [F:25][C:26]1[C:31]([F:32])=[CH:30][CH:29]=[CH:28][C:27]=1[C:33]1[N:41]=[C:36]2[CH:37]=[N:38][N:39]([CH2:15][C:12]3[CH:11]=[N:10][C:9]([C:6]4[CH:7]=[CH:8][C:3]([O:2][CH3:1])=[CH:4][C:5]=4[C:21]([F:24])([F:23])[F:22])=[N:14][CH:13]=3)[CH:40]=[C:35]2[N:34]=1, predict the reactants needed to synthesize it. The reactants are: [CH3:1][O:2][C:3]1[CH:8]=[CH:7][C:6]([C:9]2[N:14]=[CH:13][C:12]([CH2:15]OS(C)(=O)=O)=[CH:11][N:10]=2)=[C:5]([C:21]([F:24])([F:23])[F:22])[CH:4]=1.[F:25][C:26]1[C:31]([F:32])=[CH:30][CH:29]=[CH:28][C:27]=1[C:33]1[N:41]=[C:36]2[CH:37]=[N:38][NH:39][CH:40]=[C:35]2[N:34]=1. (3) The reactants are: Br[C:2]1[CH:7]=[CH:6][C:5](/[CH:8]=[C:9](\Cl)/[C:10]2[CH:15]=[CH:14][C:13]([CH2:16][CH2:17][CH2:18][CH3:19])=[CH:12][CH:11]=2)=[CH:4][CH:3]=1.[OH-].[K+].[O:23]1CCOC[CH2:24]1. Given the product [CH2:16]([C:13]1[CH:14]=[CH:15][C:10]([C:9]#[C:8][C:5]2[CH:6]=[CH:7][C:2]([CH:24]=[O:23])=[CH:3][CH:4]=2)=[CH:11][CH:12]=1)[CH2:17][CH2:18][CH3:19], predict the reactants needed to synthesize it. (4) Given the product [Cl:1][C:2]1[CH:7]=[CH:6][C:5]([CH:8]([OH:9])[C:10]2[CH:14]=[C:13]([C:15]3[CH:20]=[CH:19][N:18]=[C:17]([NH:36][CH2:35][CH2:33][OH:34])[CH:16]=3)[S:12][C:11]=2[C:22]2[NH:26][CH:25]=[N:24][N:23]=2)=[CH:4][CH:3]=1, predict the reactants needed to synthesize it. The reactants are: [Cl:1][C:2]1[CH:7]=[CH:6][C:5]([CH:8]([C:10]2[CH:14]=[C:13]([C:15]3[CH:20]=[CH:19][N:18]=[C:17](F)[CH:16]=3)[S:12][C:11]=2[C:22]2[N:26]=[CH:25][N:24](C3CCCCO3)[N:23]=2)[OH:9])=[CH:4][CH:3]=1.[CH2:33]([CH2:35][NH2:36])[OH:34].C(N(CC)C(C)C)(C)C.CS(C)=O.O1CCOCC1.Cl. (5) Given the product [CH2:1]([O:3][C:4]([C:6]1[CH:7]=[N:8][N:9]([CH2:11][C:12]#[C:13][C:15]2[CH:20]=[CH:19][C:18]([CH3:21])=[CH:17][CH:16]=2)[CH:10]=1)=[O:5])[CH3:2], predict the reactants needed to synthesize it. The reactants are: [CH2:1]([O:3][C:4]([C:6]1[CH:7]=[N:8][N:9]([CH2:11][C:12]#[CH:13])[CH:10]=1)=[O:5])[CH3:2].I[C:15]1[CH:20]=[CH:19][C:18]([CH3:21])=[CH:17][CH:16]=1.C(N(CC)CC)C.CN(C=O)C. (6) Given the product [CH3:28][C:29]1([CH3:41])[CH2:33][C:32]2[CH:34]=[C:35]([C:2]3[C:7](=[O:8])[N:6]([CH2:9][C:10]4[CH:15]=[CH:14][C:13]([C:16]5[C:17]([C:22]#[N:23])=[CH:18][CH:19]=[CH:20][CH:21]=5)=[CH:12][CH:11]=4)[C:5]([CH2:24][CH2:25][CH3:26])=[N:4][C:3]=3[CH3:27])[CH:36]=[CH:37][C:31]=2[O:30]1, predict the reactants needed to synthesize it. The reactants are: Br[C:2]1[C:7](=[O:8])[N:6]([CH2:9][C:10]2[CH:15]=[CH:14][C:13]([C:16]3[C:17]([C:22]#[N:23])=[CH:18][CH:19]=[CH:20][CH:21]=3)=[CH:12][CH:11]=2)[C:5]([CH2:24][CH2:25][CH3:26])=[N:4][C:3]=1[CH3:27].[CH3:28][C:29]1([CH3:41])[CH2:33][C:32]2[CH:34]=[C:35](B(O)O)[CH:36]=[CH:37][C:31]=2[O:30]1.C(=O)([O-])[O-].[Cs+].[Cs+]. (7) Given the product [C:9]([NH:8][C:5]1[N:6]=[CH:7][C:2]([C:36]2[CH:41]=[N:40][C:39]([NH2:42])=[CH:38][CH:37]=2)=[CH:3][CH:4]=1)([C:22]1[CH:27]=[CH:26][CH:25]=[CH:24][CH:23]=1)([C:16]1[CH:21]=[CH:20][CH:19]=[CH:18][CH:17]=1)[C:10]1[CH:15]=[CH:14][CH:13]=[CH:12][CH:11]=1, predict the reactants needed to synthesize it. The reactants are: Br[C:2]1[CH:3]=[CH:4][C:5]([NH:8][C:9]([C:22]2[CH:27]=[CH:26][CH:25]=[CH:24][CH:23]=2)([C:16]2[CH:21]=[CH:20][CH:19]=[CH:18][CH:17]=2)[C:10]2[CH:15]=[CH:14][CH:13]=[CH:12][CH:11]=2)=[N:6][CH:7]=1.CC1(C)C(C)(C)OB([C:36]2[CH:37]=[CH:38][C:39]([NH2:42])=[N:40][CH:41]=2)O1.C(=O)([O-])[O-].[Na+].[Na+]. (8) Given the product [C:1]([O:5][C:6]([N:8]1[CH2:9][CH2:10][CH:11]([O:14][C:15]2[CH:20]=[CH:19][C:18]([C:21](=[O:23])/[CH:22]=[CH:36]/[C:32]3[CH:31]=[C:30]4[C:35](=[CH:34][CH:33]=3)[C:27](=[N:26][O:25][CH3:24])[CH2:28][CH2:29]4)=[CH:17][CH:16]=2)[CH2:12][CH2:13]1)=[O:7])([CH3:4])([CH3:2])[CH3:3], predict the reactants needed to synthesize it. The reactants are: [C:1]([O:5][C:6]([N:8]1[CH2:13][CH2:12][CH:11]([O:14][C:15]2[CH:20]=[CH:19][C:18]([C:21](=[O:23])[CH3:22])=[CH:17][CH:16]=2)[CH2:10][CH2:9]1)=[O:7])([CH3:4])([CH3:3])[CH3:2].[CH3:24][O:25][N:26]=[C:27]1[C:35]2[C:30](=[CH:31][C:32]([CH:36]=O)=[CH:33][CH:34]=2)[CH2:29][CH2:28]1.